This data is from Full USPTO retrosynthesis dataset with 1.9M reactions from patents (1976-2016). The task is: Predict the reactants needed to synthesize the given product. (1) Given the product [Cl:29][C:16]1[CH:15]=[C:14]([NH:13][C:2]2[CH:3]=[C:4]3[C:9](=[CH:10][CH:11]=2)[N:8]=[C:7]([CH3:12])[CH:6]=[CH:5]3)[CH:28]=[CH:27][C:17]=1[C:18]([C:20]1[CH:25]=[CH:24][CH:23]=[CH:22][C:21]=1[CH3:26])=[O:19], predict the reactants needed to synthesize it. The reactants are: Br[C:2]1[CH:3]=[C:4]2[C:9](=[CH:10][CH:11]=1)[N:8]=[C:7]([CH3:12])[CH:6]=[CH:5]2.[NH2:13][C:14]1[CH:28]=[CH:27][C:17]([C:18]([C:20]2[CH:25]=[CH:24][CH:23]=[CH:22][C:21]=2[CH3:26])=[O:19])=[C:16]([Cl:29])[CH:15]=1.C(O[Na])(C)(C)C. (2) Given the product [CH:32]1[C:33]2[CH:34]([CH2:36][O:37][C:38](=[O:39])[NH:40][CH2:41][C:42](=[O:43])[NH:1][C:2]3[CH:3]=[CH:4][C:5]([CH2:6][N:7]([CH:15]4[CH2:20][CH2:19][CH2:18][CH2:17][CH2:16]4)[C:8]([C:10]4[O:11][CH:12]=[CH:13][CH:14]=4)=[O:9])=[CH:21][CH:22]=3)[C:35]3[C:27](=[CH:26][CH:25]=[CH:24][CH:23]=3)[C:28]=2[CH:29]=[CH:30][CH:31]=1, predict the reactants needed to synthesize it. The reactants are: [NH2:1][C:2]1[CH:22]=[CH:21][C:5]([CH2:6][N:7]([CH:15]2[CH2:20][CH2:19][CH2:18][CH2:17][CH2:16]2)[C:8]([C:10]2[O:11][CH:12]=[CH:13][CH:14]=2)=[O:9])=[CH:4][CH:3]=1.[CH:23]1[C:35]2[CH:34]([CH2:36][O:37][C:38]([NH:40][CH2:41][C:42](O)=[O:43])=[O:39])[C:33]3[C:28](=[CH:29][CH:30]=[CH:31][CH:32]=3)[C:27]=2[CH:26]=[CH:25][CH:24]=1.C1C2C(COC(=O)N[C@H](C(=O)NC3C=CC(C)=CC=3)CCCCNC(OC(C)(C)C)=O)C3C(=CC=CC=3)C=2C=CC=1. (3) Given the product [CH2:1]([O:3][C:4]([C:6]1[C:21]([NH2:22])=[CH:20][C:9]2[N:10]=[C:11]([C:13]3[CH:14]=[CH:15][C:16]([CH3:19])=[CH:17][CH:18]=3)[O:12][C:8]=2[C:7]=1[Cl:25])=[O:5])[CH3:2], predict the reactants needed to synthesize it. The reactants are: [CH2:1]([O:3][C:4]([C:6]1[C:21]([N+:22]([O-])=O)=[CH:20][C:9]2[N:10]=[C:11]([C:13]3[CH:18]=[CH:17][C:16]([CH3:19])=[CH:15][CH:14]=3)[O:12][C:8]=2[C:7]=1[Cl:25])=[O:5])[CH3:2].CC(O)=O.